From a dataset of Forward reaction prediction with 1.9M reactions from USPTO patents (1976-2016). Predict the product of the given reaction. (1) Given the reactants O=[C:2]1[CH2:9][CH2:8][CH2:7][N:6]([C:10]([O:12][CH2:13][C:14]2[CH:19]=[CH:18][CH:17]=[CH:16][CH:15]=2)=[O:11])[CH2:5][CH2:4][CH2:3]1.[C:20]([S:24]([NH2:26])=[O:25])([CH3:23])([CH3:22])[CH3:21].[BH4-].[Na+], predict the reaction product. The product is: [C:20]([S:24]([NH:26][CH:2]1[CH2:9][CH2:8][CH2:7][N:6]([C:10]([O:12][CH2:13][C:14]2[CH:19]=[CH:18][CH:17]=[CH:16][CH:15]=2)=[O:11])[CH2:5][CH2:4][CH2:3]1)=[O:25])([CH3:23])([CH3:22])[CH3:21]. (2) Given the reactants [S:1]1[CH:5]=[CH:4][CH:3]=[C:2]1[C:6]1O[C:10](=[O:12])[C:9]2[CH2:13][CH2:14][CH2:15][CH2:16][C:8]=2[N:7]=1.[F:17][C:18]1[CH:19]=[C:20]([CH2:24][CH2:25][NH2:26])[CH:21]=[CH:22][CH:23]=1, predict the reaction product. The product is: [F:17][C:18]1[CH:19]=[C:20]([CH2:24][CH2:25][N:26]2[C:10](=[O:12])[C:9]3[CH2:13][CH2:14][CH2:15][CH2:16][C:8]=3[N:7]=[C:6]2[C:2]2[S:1][CH:5]=[CH:4][CH:3]=2)[CH:21]=[CH:22][CH:23]=1. (3) Given the reactants [CH3:1][N:2]1[C:8]2[CH:9]=[C:10]([F:13])[CH:11]=[CH:12][C:7]=2[C:5](=[O:6])[C:4]([S+:14]([O-])[CH3:15])=[CH:3]1.FC1C=C2C(C(=S)C(C)=CN2C)=CC=1.[Cl:31]N1C(=O)CCC1=O, predict the reaction product. The product is: [Cl:31][CH2:15][S:14][C:4]1[C:5](=[O:6])[C:7]2[C:8](=[CH:9][C:10]([F:13])=[CH:11][CH:12]=2)[N:2]([CH3:1])[CH:3]=1.